The task is: Predict the reactants needed to synthesize the given product.. This data is from Full USPTO retrosynthesis dataset with 1.9M reactions from patents (1976-2016). (1) Given the product [CH3:26][O:30][N:23]1[C:20]2=[CH:21][N:22]=[C:17]([C:9]3[O:10][C:11]4[C:16]([C:7](=[N:6][OH:5])[CH:8]=3)=[CH:15][CH:14]=[CH:13][CH:12]=4)[CH:18]=[C:19]2[CH:25]=[CH:24]1, predict the reactants needed to synthesize it. The reactants are: C([O:5][N:6]=[C:7]1[C:16]2[C:11](=[CH:12][CH:13]=[CH:14][CH:15]=2)[O:10][C:9]([C:17]2[CH:18]=[C:19]3[CH:25]=[CH:24][NH:23][C:20]3=[CH:21][N:22]=2)=[CH:8]1)(C)(C)C.[C:26]([O:30]N=C1C2C(=CC=CC=2)OC(C2C=C3C=CN(O)C3=CN=2)=C1)(C)(C)C.[H-].[Na+].IC. (2) Given the product [CH3:22][C@@:8]12[C:4](=[O:3])[CH2:5][CH2:6][C@H:7]1[C@H:20]1[C@H:11]([CH2:10][CH2:9]2)[CH2:12][C@H:13]2[C@@H:18]([CH2:17][CH2:16][C:15](=[O:21])[CH2:14]2)[CH2:19]1, predict the reactants needed to synthesize it. The reactants are: N.[Li].[OH:3][C@@H:4]1[C@@:8]2([CH3:22])[CH2:9][CH2:10][C@H:11]3[C@H:20]([C@@H:7]2[CH2:6][CH2:5]1)[CH2:19][C@H:18]1[C:13](=[CH:14][C:15](=[O:21])[CH2:16][CH2:17]1)[CH2:12]3.[NH4+].[Cl-]. (3) Given the product [CH2:1]([C:3]1([C:18]([NH:20][C:21]2[CH:25]=[C:24]([O:26][CH:27]([CH3:28])[CH3:29])[NH:23][N:22]=2)=[O:19])[CH2:8][CH2:7][CH2:6][N:5]([S:9]([C:12]2[N:13]=[CH:14][N:15]([CH3:17])[CH:16]=2)(=[O:11])=[O:10])[CH2:4]1)[CH3:2], predict the reactants needed to synthesize it. The reactants are: [CH2:1]([C:3]1([C:18]([NH:20][C:21]2[CH:25]=[C:24]([O:26][CH:27]([CH3:29])[CH3:28])[N:23](COCC[Si](C)(C)C)[N:22]=2)=[O:19])[CH2:8][CH2:7][CH2:6][N:5]([S:9]([C:12]2[N:13]=[CH:14][N:15]([CH3:17])[CH:16]=2)(=[O:11])=[O:10])[CH2:4]1)[CH3:2].C(O)(C(F)(F)F)=O. (4) Given the product [Cl:1][C:2]1[CH:7]=[CH:6][CH:5]=[CH:4][C:3]=1[N:8]1[CH:12]([C:13]2[N:18]=[C:17]([C:19]3[CH:24]=[CH:23][C:22]([S:25]([CH3:26])=[O:42])=[CH:21][CH:20]=3)[CH:16]=[CH:15][CH:14]=2)[CH2:11][C:10]([C:27]([F:33])([F:32])[C:28]([F:30])([F:31])[F:29])=[N:9]1, predict the reactants needed to synthesize it. The reactants are: [Cl:1][C:2]1[CH:7]=[CH:6][CH:5]=[CH:4][C:3]=1[N:8]1[CH:12]([C:13]2[N:18]=[C:17]([C:19]3[CH:24]=[CH:23][C:22]([S:25][CH3:26])=[CH:21][CH:20]=3)[CH:16]=[CH:15][CH:14]=2)[CH2:11][C:10]([C:27]([F:33])([F:32])[C:28]([F:31])([F:30])[F:29])=[N:9]1.ClC1C=CC=C(C(OO)=[O:42])C=1. (5) Given the product [Br:49][C:50]1[CH:55]=[CH:54][C:53]([CH2:56][NH:57][C:7]([C:4]2[CH:3]=[CH:2][C:1]([C:10]3[CH:15]=[CH:14][CH:13]=[CH:12][CH:11]=3)=[CH:6][CH:5]=2)=[O:9])=[CH:52][CH:51]=1, predict the reactants needed to synthesize it. The reactants are: [C:1]1([C:10]2[CH:15]=[CH:14][CH:13]=[CH:12][CH:11]=2)[CH:6]=[CH:5][C:4]([C:7]([OH:9])=O)=[CH:3][CH:2]=1.F[P-](F)(F)(F)(F)F.N1(OC(N(C)C)=[N+](C)C)C2N=CC=CC=2N=N1.CCN(C(C)C)C(C)C.[Br:49][C:50]1[CH:55]=[CH:54][C:53]([CH2:56][NH2:57])=[CH:52][CH:51]=1.